From a dataset of TCR-epitope binding with 47,182 pairs between 192 epitopes and 23,139 TCRs. Binary Classification. Given a T-cell receptor sequence (or CDR3 region) and an epitope sequence, predict whether binding occurs between them. (1) The epitope is NEGVKAAW. The TCR CDR3 sequence is CASSISGLANYEQYF. Result: 1 (the TCR binds to the epitope). (2) The epitope is EILDITPCSF. Result: 1 (the TCR binds to the epitope). The TCR CDR3 sequence is CASSQASPGYEQYF.